Predict the reaction yield, written as a fraction of the theoretical maximum amount of product (1.0 means a 100% yield; for example, 0.34 means a 34% yield). From a dataset of Reaction yield outcomes from USPTO patents with 853,638 reactions. (1) The reactants are [C:1]([O:5][C:6](=[O:25])[NH:7][C:8]1[CH:13]=[CH:12][CH:11]=[C:10]([O:14][C:15]2[CH:16]=[CH:17][C:18]3[N:19]([N:21]=[C:22]([NH2:24])[N:23]=3)[CH:20]=2)[CH:9]=1)([CH3:4])([CH3:3])[CH3:2].[CH:26]1([C:29](Cl)=[O:30])[CH2:28][CH2:27]1. The catalyst is CN(C)C(=O)C.C(OCC)(=O)C. The product is [C:1]([O:5][C:6](=[O:25])[NH:7][C:8]1[CH:13]=[CH:12][CH:11]=[C:10]([O:14][C:15]2[CH:16]=[CH:17][C:18]3[N:19]([N:21]=[C:22]([NH:24][C:29]([CH:26]4[CH2:28][CH2:27]4)=[O:30])[N:23]=3)[CH:20]=2)[CH:9]=1)([CH3:4])([CH3:2])[CH3:3]. The yield is 0.990. (2) The reactants are [Cl:1][C:2]1[CH:3]=[C:4]([C:12]2[O:16][N:15]=[C:14]([C:17]3[C:27]4[CH2:26][CH2:25][N:24]([CH2:28][CH2:29][C:30]([O:32]C(C)(C)C)=[O:31])[CH2:23][CH2:22][C:21]=4[CH:20]=[CH:19][CH:18]=3)[N:13]=2)[CH:5]=[CH:6][C:7]=1[O:8][CH:9]([CH3:11])[CH3:10]. The catalyst is Cl.O1CCOCC1. The product is [ClH:1].[Cl:1][C:2]1[CH:3]=[C:4]([C:12]2[O:16][N:15]=[C:14]([C:17]3[C:27]4[CH2:26][CH2:25][N:24]([CH2:28][CH2:29][C:30]([OH:32])=[O:31])[CH2:23][CH2:22][C:21]=4[CH:20]=[CH:19][CH:18]=3)[N:13]=2)[CH:5]=[CH:6][C:7]=1[O:8][CH:9]([CH3:11])[CH3:10]. The yield is 0.541. (3) No catalyst specified. The reactants are [CH3:1][C:2]1[NH:6][C:5]2[CH:7]=[CH:8][C:9]([C:11]([OH:13])=O)=[CH:10][C:4]=2[N:3]=1.[NH:14]1[CH2:19][CH2:18][CH2:17][C@@H:16]2[C:20]3[CH:21]=[CH:22][CH:23]=[CH:24][C:25]=3[CH2:26][C@H:15]12.F[P-](F)(F)(F)(F)F.N1(OC(N(C)C)=[N+](C)C)C2N=CC=CC=2N=N1. The yield is 0.890. The product is [N:14]1([C:11]([C:9]2[CH:8]=[CH:7][C:5]3[NH:6][C:2]([CH3:1])=[N:3][C:4]=3[CH:10]=2)=[O:13])[CH2:19][CH2:18][CH2:17][C@@H:16]2[C:20]3[CH:21]=[CH:22][CH:23]=[CH:24][C:25]=3[CH2:26][C@H:15]12. (4) The reactants are [Br:1][C:2]1[CH:11]=[C:10]([Cl:12])[C:9]([O:13][CH3:14])=[CH:8][C:3]=1[C:4](OC)=[O:5].[BH4-].[Li+]. The catalyst is C1COCC1. The product is [Br:1][C:2]1[CH:11]=[C:10]([Cl:12])[C:9]([O:13][CH3:14])=[CH:8][C:3]=1[CH2:4][OH:5]. The yield is 0.930. (5) The reactants are [Cl:1][C:2]1[CH:3]=[C:4]2[C:9](=[CH:10][C:11]=1[O:12][C:13]1[CH:18]=[CH:17][C:16]([C:19]#[CH:20])=[CH:15][C:14]=1[CH3:21])[O:8][CH:7]([C:22]([F:25])([F:24])[F:23])[C:6]([C:26]([O:28]CC)=[O:27])=[CH:5]2.[OH-].[Li+].C(O)C. The catalyst is O1CCCC1.O. The product is [Cl:1][C:2]1[CH:3]=[C:4]2[C:9](=[CH:10][C:11]=1[O:12][C:13]1[CH:18]=[CH:17][C:16]([C:19]#[CH:20])=[CH:15][C:14]=1[CH3:21])[O:8][CH:7]([C:22]([F:25])([F:23])[F:24])[C:6]([C:26]([OH:28])=[O:27])=[CH:5]2. The yield is 0.288. (6) The reactants are Br[C:2]1[CH:7]=[C:6]([O:8][CH3:9])[CH:5]=[CH:4][C:3]=1[Cl:10].[CH:11]([Mg]Cl)([CH3:13])[CH3:12].[S:16](Cl)(Cl)(=[S:18])=O.[NH4+].[Cl-:22]. The catalyst is C1COCC1.[Cl-].[Zn+2].[Cl-]. The yield is 0.219. The product is [Cl:10][C:3]1[CH:4]=[CH:5][C:6]([O:8][CH3:9])=[CH:7][C:2]=1[S:16][S:18][C:11]1[CH:13]=[C:6]([O:8][CH3:9])[CH:5]=[CH:4][C:12]=1[Cl:22]. (7) The reactants are [CH3:1][O:2][C:3]1[CH:10]=[CH:9][C:8]([C:11]2[C:19]3[C:14](=[N:15][CH:16]=[CH:17][CH:18]=3)[N:13]([S:20]([C:23]3[CH:28]=[CH:27][C:26]([CH3:29])=[CH:25][CH:24]=3)(=[O:22])=[O:21])[CH:12]=2)=[CH:7][C:4]=1[CH:5]=O.[OH-].[NH4+:31].II. The catalyst is O1CCCC1.O. The product is [CH3:1][O:2][C:3]1[CH:10]=[CH:9][C:8]([C:11]2[C:19]3[C:14](=[N:15][CH:16]=[CH:17][CH:18]=3)[N:13]([S:20]([C:23]3[CH:28]=[CH:27][C:26]([CH3:29])=[CH:25][CH:24]=3)(=[O:22])=[O:21])[CH:12]=2)=[CH:7][C:4]=1[C:5]#[N:31]. The yield is 0.980. (8) The reactants are C1(C)C=CC(S(O)(=O)=O)=CC=1.C1(C)C=C(C)C=C(C)C=1.CN(C)C1C=CC=CN=1.[CH3:30][C:31]1[CH2:32][CH:33]([C:37]([OH:39])=[O:38])[CH2:34][CH2:35][CH:36]=1.[CH3:40][C:41]1[CH2:46][CH2:45][CH:44]([C:47]([OH:49])=[O:48])[CH2:43][CH:42]=1. The catalyst is [Pd]. The product is [C:31]1([CH3:30])[CH:36]=[CH:35][CH:34]=[C:33]([C:37]([OH:39])=[O:38])[CH:32]=1.[CH3:40][C:41]1[CH:42]=[CH:43][C:44]([C:47]([OH:49])=[O:48])=[CH:45][CH:46]=1. The yield is 0.180. (9) The reactants are [Cl:1][C:2]1[CH:7]=[CH:6][C:5]([C:8]2[C:14]3[CH:15]=[C:16]([O:19][CH3:20])[CH:17]=[CH:18][C:13]=3[N:12]3[C:21]([CH3:24])=[N:22][N:23]=[C:11]3[C@H:10]([CH2:25][C:26]([NH:28][CH2:29][CH2:30][N:31](C)[C:32](=O)OC(C)(C)C)=[O:27])[N:9]=2)=[CH:4][CH:3]=1.[F:40][C:41]([F:46])([F:45])[C:42]([OH:44])=[O:43]. The catalyst is C(Cl)Cl. The product is [F:40][C:41]([F:46])([F:45])[C:42]([OH:44])=[O:43].[Cl:1][C:2]1[CH:7]=[CH:6][C:5]([C:8]2[C:14]3[CH:15]=[C:16]([O:19][CH3:20])[CH:17]=[CH:18][C:13]=3[N:12]3[C:21]([CH3:24])=[N:22][N:23]=[C:11]3[C@H:10]([CH2:25][C:26]([NH:28][CH2:29][CH2:30][NH:31][CH3:32])=[O:27])[N:9]=2)=[CH:4][CH:3]=1. The yield is 0.950.